Dataset: Forward reaction prediction with 1.9M reactions from USPTO patents (1976-2016). Task: Predict the product of the given reaction. (1) Given the reactants [Cl:1][C:2]1[CH:7]=[CH:6][C:5]([C:8]2[N:13]=[CH:12][C:11]([OH:14])=[CH:10][N:9]=2)=[CH:4][CH:3]=1.[CH2:15]([O:17][C:18]([C:20]1([CH2:34]I)[CH2:24][CH2:23][N:22]([C:25](=[O:33])[C:26]2[CH:31]=[CH:30][C:29]([F:32])=[CH:28][CH:27]=2)[CH2:21]1)=[O:19])[CH3:16], predict the reaction product. The product is: [CH2:15]([O:17][C:18]([C:20]1([CH2:34][O:14][C:11]2[CH:12]=[N:13][C:8]([C:5]3[CH:4]=[CH:3][C:2]([Cl:1])=[CH:7][CH:6]=3)=[N:9][CH:10]=2)[CH2:24][CH2:23][N:22]([C:25](=[O:33])[C:26]2[CH:27]=[CH:28][C:29]([F:32])=[CH:30][CH:31]=2)[CH2:21]1)=[O:19])[CH3:16]. (2) Given the reactants C([O:3][C:4](=[O:19])[CH:5]([O:16][CH2:17][CH3:18])[CH2:6][C:7]1[CH:8]=[C:9]2[C:13](=[CH:14][CH:15]=1)[NH:12][CH:11]=[CH:10]2)C.Cl[CH2:21][C:22]1[N:23]=[C:24]([C:28]2[CH:33]=[C:32]([CH3:34])[CH:31]=[C:30]([CH3:35])[CH:29]=2)[O:25][C:26]=1[CH3:27], predict the reaction product. The product is: [CH3:34][C:32]1[CH:33]=[C:28]([C:24]2[O:25][C:26]([CH3:27])=[C:22]([CH2:21][N:12]3[C:13]4[C:9](=[CH:8][C:7]([CH2:6][CH:5]([O:16][CH2:17][CH3:18])[C:4]([OH:3])=[O:19])=[CH:15][CH:14]=4)[CH:10]=[CH:11]3)[N:23]=2)[CH:29]=[C:30]([CH3:35])[CH:31]=1. (3) Given the reactants [OH:1][C@:2]1([CH2:9][NH:10][C:11]([C:13]2[C:14]3[CH:15]=[CH:16][C:17](Cl)=[N:18][C:19]=3[CH:20]=[CH:21][C:22]=2[Cl:23])=[O:12])[CH2:7][CH2:6][CH2:5][C@@H:4]([CH3:8])[CH2:3]1.CCN(C(C)C)C(C)C.[OH:34][CH:35]([CH:37]1[CH2:41][CH2:40][NH:39][CH2:38]1)[CH3:36], predict the reaction product. The product is: [OH:1][C@:2]1([CH2:9][NH:10][C:11]([C:13]2[C:14]3[CH:15]=[CH:16][C:17]([N:39]4[CH2:40][CH2:41][CH:37]([CH:35]([OH:34])[CH3:36])[CH2:38]4)=[N:18][C:19]=3[CH:20]=[CH:21][C:22]=2[Cl:23])=[O:12])[CH2:7][CH2:6][CH2:5][C@@H:4]([CH3:8])[CH2:3]1.